This data is from Full USPTO retrosynthesis dataset with 1.9M reactions from patents (1976-2016). The task is: Predict the reactants needed to synthesize the given product. The reactants are: [NH2:1][C:2]1[CH:3]=[C:4]([NH:8][C:9]2[N:14]=[C:13]([C:15]3[CH:16]=[N:17][N:18]([CH:20]([CH:24]4[CH2:26][CH2:25]4)[CH2:21][C:22]#[N:23])[CH:19]=3)[C:12]([O:27][CH3:28])=[CH:11][N:10]=2)[CH:5]=[CH:6][CH:7]=1.O1CCOCC1.C(N(CC)CC)C.[Cl:42][CH2:43][CH2:44][CH2:45][S:46](Cl)(=[O:48])=[O:47]. Given the product [Cl:42][CH2:43][CH2:44][CH2:45][S:46]([NH:1][C:2]1[CH:7]=[CH:6][CH:5]=[C:4]([NH:8][C:9]2[N:14]=[C:13]([C:15]3[CH:16]=[N:17][N:18]([CH:20]([CH:24]4[CH2:26][CH2:25]4)[CH2:21][C:22]#[N:23])[CH:19]=3)[C:12]([O:27][CH3:28])=[CH:11][N:10]=2)[CH:3]=1)(=[O:48])=[O:47], predict the reactants needed to synthesize it.